This data is from Peptide-MHC class I binding affinity with 185,985 pairs from IEDB/IMGT. The task is: Regression. Given a peptide amino acid sequence and an MHC pseudo amino acid sequence, predict their binding affinity value. This is MHC class I binding data. (1) The peptide sequence is FVAAALHNV. The MHC is HLA-A26:01 with pseudo-sequence HLA-A26:01. The binding affinity (normalized) is 0.275. (2) The peptide sequence is RRVRDNMTK. The MHC is HLA-B40:01 with pseudo-sequence HLA-B40:01. The binding affinity (normalized) is 0.0847.